From a dataset of Full USPTO retrosynthesis dataset with 1.9M reactions from patents (1976-2016). Predict the reactants needed to synthesize the given product. (1) Given the product [ClH:30].[N:23]1([CH2:24][CH2:25][CH:16]([CH2:17][CH3:18])[C:15]([NH2:12])=[O:19])[CH2:22][CH2:21][O:20][CH2:27][CH2:28]1, predict the reactants needed to synthesize it. The reactants are: C(OCCN1CC[N:12]([C:15](=[O:19])[CH2:16][CH2:17][CH3:18])CC1)(=O)CCC.[OH:20][CH2:21][CH2:22][N:23]1[CH2:28][CH2:27]N[CH2:25][CH2:24]1.C(Cl)(Cl)[Cl:30]. (2) Given the product [CH3:25][CH:6]1[C:7](=[O:24])[N:8]([CH2:16][O:17][CH2:18][CH2:19][Si:20]([CH3:23])([CH3:22])[CH3:21])[N:9]=[C:10]2[CH2:11][O:12][C:13]3[CH:14]=[CH:15][C:2]([N:32]4[CH2:36][CH2:35][CH2:34][CH:33]4[CH2:37][NH:38][C:39](=[O:45])[O:40][C:41]([CH3:43])([CH3:42])[CH3:44])=[CH:3][C:4]=3[N:5]12, predict the reactants needed to synthesize it. The reactants are: Br[C:2]1[CH:3]=[C:4]2[C:13](=[CH:14][CH:15]=1)[O:12][CH2:11][C:10]1[N:5]2[CH:6]([CH3:25])[C:7](=[O:24])[N:8]([CH2:16][O:17][CH2:18][CH2:19][Si:20]([CH3:23])([CH3:22])[CH3:21])[N:9]=1.C(=O)([O-])[O-].[Cs+].[Cs+].[NH:32]1[CH2:36][CH2:35][CH2:34][CH:33]1[CH2:37][NH:38][C:39](=[O:45])[O:40][C:41]([CH3:44])([CH3:43])[CH3:42].C1C=CC(P(C2C(C3C(P(C4C=CC=CC=4)C4C=CC=CC=4)=CC=C4C=3C=CC=C4)=C3C(C=CC=C3)=CC=2)C2C=CC=CC=2)=CC=1. (3) Given the product [OH:23][C:24]1[CH:33]=[C:32]2[C:27]([C:28]3[CH:38]=[CH:37][C:36]([C:39](=[O:40])[CH3:44])=[CH:35][C:29]=3[CH:30]([C:2]3[CH:16]=[CH:15][C:5]([O:6][CH2:7][CH2:8][N:9]4[CH2:14][CH2:13][CH2:12][CH2:11][CH2:10]4)=[CH:4][CH:3]=3)[O:31]2)=[CH:26][CH:25]=1, predict the reactants needed to synthesize it. The reactants are: Br[C:2]1[CH:16]=[CH:15][C:5]([O:6][CH2:7][CH2:8][N:9]2[CH2:14][CH2:13][CH2:12][CH2:11][CH2:10]2)=[CH:4][CH:3]=1.C([Li])CCC.C[O:23][C:24]1[CH:33]=[C:32]2[C:27]([C:28]3[CH:38]=[CH:37][C:36]([C:39]4([CH3:44])OCC[O:40]4)=[CH:35][C:29]=3[C:30](=O)[O:31]2)=[CH:26][CH:25]=1.[Li]. (4) The reactants are: [CH:1]1([CH2:4][NH:5][CH2:6][CH2:7][CH3:8])[CH2:3][CH2:2]1.C[Al](C)C.C([O:15][C:16]([C:18]1[N:22]2[CH:23]=[C:24]([Cl:35])[N:25]([C:26]3[C:31]([CH3:32])=[CH:30][C:29]([CH3:33])=[CH:28][C:27]=3[CH3:34])[C:21]2=[N:20][C:19]=1[CH3:36])=O)C.[C@H](O)(C([O-])=O)[C@@H](O)C([O-])=O.[Na+].[K+]. Given the product [CH:1]1([CH2:4][N:5]([CH2:6][CH2:7][CH3:8])[C:16]([C:18]2[N:22]3[CH:23]=[C:24]([Cl:35])[N:25]([C:26]4[C:31]([CH3:32])=[CH:30][C:29]([CH3:33])=[CH:28][C:27]=4[CH3:34])[C:21]3=[N:20][C:19]=2[CH3:36])=[O:15])[CH2:3][CH2:2]1, predict the reactants needed to synthesize it. (5) Given the product [CH2:13]([N:10]1[C:11](=[O:12])[C:6]([C:4]([NH:21][CH2:22][C:23]([OH:25])=[O:24])=[O:5])=[C:7]([OH:20])[C:8]2=[CH:19][CH:18]=[CH:17][N:9]12)[CH2:14][CH2:15][CH3:16], predict the reactants needed to synthesize it. The reactants are: C(O[C:4]([C:6]1[C:11](=[O:12])[N:10]([CH2:13][CH2:14][CH2:15][CH3:16])[N:9]2[CH:17]=[CH:18][CH:19]=[C:8]2[C:7]=1[OH:20])=[O:5])C.[NH2:21][CH2:22][C:23]([O-:25])=[O:24].[Na+]. (6) Given the product [CH3:16][O:15][C:4]1[CH:5]=[CH:6][C:7]2[NH:8][CH2:9][C:10](=[O:11])[NH:1][C:2]=2[N:3]=1, predict the reactants needed to synthesize it. The reactants are: [NH2:1][C:2]1[C:7]([NH:8][CH2:9][C:10](OCC)=[O:11])=[CH:6][CH:5]=[C:4]([O:15][CH3:16])[N:3]=1.CC(C)([O-])C.[K+].[NH4+].[Cl-]. (7) Given the product [CH3:30][N:2]([CH3:1])[CH2:3][CH2:4][NH:5][CH2:6][CH2:7][N:8]1[C:16]2[C:11](=[CH:12][C:13]([O:17][CH3:18])=[CH:14][CH:15]=2)[C:10]([CH:19]=[O:20])=[C:9]1[C:21]1[C:22]([CH3:28])=[N:23][N:24]([CH3:27])[C:25]=1[CH3:26], predict the reactants needed to synthesize it. The reactants are: [CH3:1][N:2]([CH3:30])[CH2:3][CH2:4][N:5](C)[CH2:6][CH2:7][N:8]1[C:16]2[C:11](=[CH:12][C:13]([O:17][CH3:18])=[CH:14][CH:15]=2)[C:10]([CH:19]=[O:20])=[C:9]1[C:21]1[C:22]([CH3:28])=[N:23][N:24]([CH3:27])[C:25]=1[CH3:26].CN(C)CCN.